This data is from Reaction yield outcomes from USPTO patents with 853,638 reactions. The task is: Predict the reaction yield, written as a fraction of the theoretical maximum amount of product (1.0 means a 100% yield; for example, 0.34 means a 34% yield). (1) The reactants are [CH3:1][C:2]1[C:6]2[C:7](=[O:18])[N:8]([CH2:11][CH2:12][N:13]3[CH2:17][CH2:16][CH2:15][CH2:14]3)[CH2:9][CH2:10][C:5]=2[NH:4][C:3]=1[CH:19]=O.[CH3:21][C:22]1[CH:30]=[CH:29][CH:28]=[C:27]2[C:23]=1[CH2:24][C:25](=[O:31])[NH:26]2. No catalyst specified. The product is [CH3:1][C:2]1[C:6]2[C:7](=[O:18])[N:8]([CH2:11][CH2:12][N:13]3[CH2:14][CH2:15][CH2:16][CH2:17]3)[CH2:9][CH2:10][C:5]=2[NH:4][C:3]=1[CH:19]=[C:24]1[C:23]2[C:27](=[CH:28][CH:29]=[CH:30][C:22]=2[CH3:21])[NH:26][C:25]1=[O:31]. The yield is 0.628. (2) The reactants are [N:1]([CH2:4][C@H:5]([OH:17])[C@H:6]([O:9][CH2:10][C:11]1[CH:16]=[CH:15][CH:14]=[CH:13][CH:12]=1)[CH:7]=[CH2:8])=[N+:2]=[N-:3].[CH2:18](Br)[C:19]1[CH:24]=[CH:23][CH:22]=[CH:21][CH:20]=1.[H-].[Na+]. The catalyst is C1COCC1.[I-].C([N+](CCCC)(CCCC)CCCC)CCC. The product is [N:1]([CH2:4][C@H:5]([O:17][CH2:18][C:19]1[CH:24]=[CH:23][CH:22]=[CH:21][CH:20]=1)[C@H:6]([O:9][CH2:10][C:11]1[CH:12]=[CH:13][CH:14]=[CH:15][CH:16]=1)[CH:7]=[CH2:8])=[N+:2]=[N-:3]. The yield is 0.650. (3) The yield is 0.756. The catalyst is CN(C)C=O.O. The product is [F:56][C:57]([F:61])([F:60])[CH2:58][S:1][C:23]1[CH:28]=[C:27]([C:29]2[CH:34]=[CH:33][C:32]([C:35]([F:37])([F:36])[F:38])=[CH:31][CH:30]=2)[CH:26]=[CH:25][C:24]=1[O:39][CH2:40][O:41][CH2:42][CH3:43]. The reactants are [S:1]([C:23]1[CH:28]=[C:27]([C:29]2[CH:34]=[CH:33][C:32]([C:35]([F:38])([F:37])[F:36])=[CH:31][CH:30]=2)[CH:26]=[CH:25][C:24]=1[O:39][CH2:40][O:41][CH2:42][CH3:43])C1C=C(C2C=CC(C(F)(F)F)=CC=2)C=CC=1OCOCC.C(S([O-])=O)O.[Na+].C(=O)([O-])[O-].[K+].[K+].[F:56][C:57]([F:61])([F:60])[CH2:58]I. (4) The reactants are C([O-])(=[O:3])C.[NH4+].Cl[C:7]1[C:16]([C:17]#[N:18])=[C:15]([Cl:19])[C:14]2[C:9](=[CH:10][CH:11]=[CH:12][CH:13]=2)[N:8]=1. The catalyst is C(O)(=O)C. The product is [Cl:19][C:15]1[C:14]2[C:9](=[CH:10][CH:11]=[CH:12][CH:13]=2)[NH:8][C:7](=[O:3])[C:16]=1[C:17]#[N:18]. The yield is 0.940. (5) The reactants are [Cl-].[Al+3].[Cl-].[Cl-].Cl[C:6](=[O:12])[C:7]([O:9][CH2:10][CH3:11])=[O:8].[C:13]1([O:19][C:20]2[CH:25]=[CH:24][CH:23]=[CH:22][CH:21]=2)[CH:18]=[CH:17][CH:16]=[CH:15][CH:14]=1. The catalyst is ClCCl. The product is [O:19]([C:20]1[CH:21]=[CH:22][C:23]([C:6](=[O:12])[C:7]([O:9][CH2:10][CH3:11])=[O:8])=[CH:24][CH:25]=1)[C:13]1[CH:18]=[CH:17][CH:16]=[CH:15][CH:14]=1. The yield is 0.700. (6) The reactants are [H-].[Na+].[CH2:3]([C:6]1[C:7](Cl)=[N:8][C:9]([CH3:13])=[N:10][C:11]=1[Cl:12])[CH:4]=[CH2:5].[Cl:15][C:16]1[CH:22]=[C:21]([Cl:23])[CH:20]=[CH:19][C:17]=1[NH2:18].O. The catalyst is CN(C=O)C. The product is [CH2:3]([C:6]1[C:11]([Cl:12])=[N:10][C:9]([CH3:13])=[N:8][C:7]=1[NH:18][C:17]1[CH:19]=[CH:20][C:21]([Cl:23])=[CH:22][C:16]=1[Cl:15])[CH:4]=[CH2:5]. The yield is 0.370.